From a dataset of Full USPTO retrosynthesis dataset with 1.9M reactions from patents (1976-2016). Predict the reactants needed to synthesize the given product. (1) Given the product [Cl:32][C:29]1[CH:30]=[CH:31][C:19]2[O:18][C:17]([C:12]3[CH:13]=[C:14]4[C:9](=[CH:10][CH:11]=3)[CH:8]=[C:7]([O:6][CH2:5][C:4]([OH:33])=[O:3])[CH:16]=[CH:15]4)=[C:21]([C:22](=[O:27])[CH2:23][CH2:24][CH2:25][CH3:26])[C:20]=2[CH:28]=1, predict the reactants needed to synthesize it. The reactants are: C([O:3][C:4](=[O:33])[CH2:5][O:6][C:7]1[CH:16]=[CH:15][C:14]2[C:9](=[CH:10][CH:11]=[C:12]([C:17]3[O:18][C:19]4[CH:31]=[CH:30][C:29]([Cl:32])=[CH:28][C:20]=4[C:21]=3[C:22](=[O:27])[CH2:23][CH2:24][CH2:25][CH3:26])[CH:13]=2)[CH:8]=1)C.[OH-].[K+]. (2) Given the product [C:32]1([C:28]2[CH:29]=[CH:30][CH:31]=[C:26]([C:20]3[CH:25]=[CH:24][CH:23]=[CH:22][CH:21]=3)[C:27]=2[O:38][C:10]2[CH:17]=[CH:16][CH:15]=[C:12]([C:13]#[N:14])[C:11]=2[C:18]#[N:19])[CH:33]=[CH:34][CH:35]=[CH:36][CH:37]=1, predict the reactants needed to synthesize it. The reactants are: C(=O)([O-])[O-].[Cs+].[Cs+].[N+]([C:10]1[CH:17]=[CH:16][CH:15]=[C:12]([C:13]#[N:14])[C:11]=1[C:18]#[N:19])([O-])=O.[C:20]1([C:26]2[CH:31]=[CH:30][CH:29]=[C:28]([C:32]3[CH:37]=[CH:36][CH:35]=[CH:34][CH:33]=3)[C:27]=2[OH:38])[CH:25]=[CH:24][CH:23]=[CH:22][CH:21]=1. (3) Given the product [NH2:1][C:2]1[N:7]=[C:6]([CH2:8][O:9][Si:10]([C:13]([CH3:16])([CH3:15])[CH3:14])([CH3:12])[CH3:11])[CH:5]=[CH:4][N:3]=1, predict the reactants needed to synthesize it. The reactants are: [NH2:1][C:2]1[N:7]=[C:6]([CH2:8][OH:9])[CH:5]=[CH:4][N:3]=1.[Si:10](Cl)([C:13]([CH3:16])([CH3:15])[CH3:14])([CH3:12])[CH3:11].N1C=CN=C1. (4) Given the product [C:1]([C:48]1[CH:49]=[C:44]([CH:45]=[CH:46][CH:47]=1)[CH2:43][O:50][C:51]1[CH:52]=[CH:53][C:54]([CH2:55][C@H:56]([NH:76][C:77](=[O:87])[O:78][CH:79]2[CH:86]3[CH:82]([O:83][CH2:84][CH2:85]3)[O:81][CH2:80]2)[C@H:57]([OH:75])[CH2:58][N:59]([S:64]([C:67]2[CH:72]=[CH:71][C:70]([OH:73])=[C:69]([CH3:74])[CH:68]=2)(=[O:65])=[O:66])[CH2:60][CH:61]([CH3:62])[CH3:63])=[CH:88][CH:89]=1)#[N:2], predict the reactants needed to synthesize it. The reactants are: [C:1](C1C=C(C=CC=1)COC1C=CC(C[C@]2(S(C3C=CC4OCOC=4C=3)(=O)=O)[C@@H](CC(C)C)OC(C)(C)N2CN)=CC=1)#[N:2].[CH2:43]([O:50][C:51]1[CH:89]=[CH:88][C:54]([CH2:55][C@H:56]([NH:76][C:77](=[O:87])[O:78][C@@H:79]2[C@H:86]3[C@H:82]([O:83][CH2:84][CH2:85]3)[O:81][CH2:80]2)[C@H:57]([OH:75])[CH2:58][N:59]([S:64]([C:67]2[CH:72]=[CH:71][C:70]([OH:73])=[C:69]([CH3:74])[CH:68]=2)(=[O:66])=[O:65])[CH2:60][CH:61]([CH3:63])[CH3:62])=[CH:53][CH:52]=1)[C:44]1[CH:49]=[CH:48][CH:47]=[CH:46][CH:45]=1.